From a dataset of Full USPTO retrosynthesis dataset with 1.9M reactions from patents (1976-2016). Predict the reactants needed to synthesize the given product. (1) Given the product [Br:27][C:28]1[CH:29]=[N:30][CH:31]=[C:32]([CH:36]=1)[C:33]([NH:1][CH2:2][C@H:3]1[N:10]([C:11]([C:13]2[N:14]=[C:15]([CH3:25])[S:16][C:17]=2[C:18]2[CH:19]=[C:20]([CH3:24])[CH:21]=[CH:22][CH:23]=2)=[O:12])[CH2:9][C@H:8]2[C@@H:4]1[CH2:5][CH:6]([CH3:26])[CH2:7]2)=[O:34], predict the reactants needed to synthesize it. The reactants are: [NH2:1][CH2:2][C@H:3]1[N:10]([C:11]([C:13]2[N:14]=[C:15]([CH3:25])[S:16][C:17]=2[C:18]2[CH:19]=[C:20]([CH3:24])[CH:21]=[CH:22][CH:23]=2)=[O:12])[CH2:9][C@H:8]2[C@@H:4]1[CH2:5][CH:6]([CH3:26])[CH2:7]2.[Br:27][C:28]1[CH:29]=[N:30][CH:31]=[C:32]([CH:36]=1)[C:33](O)=[O:34]. (2) Given the product [CH3:1][N:2]([CH3:31])[C:3]([C:5]1[CH:10]=[C:9]([CH:32]=[CH2:33])[CH:8]=[CH:7][C:6]=1[NH:12][C:13]([C:15]1[C:16]([C:21]2[CH:26]=[CH:25][C:24]([C:27]([F:30])([F:29])[F:28])=[CH:23][CH:22]=2)=[CH:17][CH:18]=[CH:19][CH:20]=1)=[O:14])=[O:4], predict the reactants needed to synthesize it. The reactants are: [CH3:1][N:2]([CH3:31])[C:3]([C:5]1[CH:10]=[C:9](I)[CH:8]=[CH:7][C:6]=1[NH:12][C:13]([C:15]1[C:16]([C:21]2[CH:26]=[CH:25][C:24]([C:27]([F:30])([F:29])[F:28])=[CH:23][CH:22]=2)=[CH:17][CH:18]=[CH:19][CH:20]=1)=[O:14])=[O:4].[CH2:32](C([Sn])=C(CCCC)CCCC)[CH2:33]CC. (3) Given the product [Cl:1][C:2]1[CH:11]=[C:6]([CH2:7][OH:8])[C:5]([CH:12]=[CH2:13])=[N:4][CH:3]=1, predict the reactants needed to synthesize it. The reactants are: [Cl:1][C:2]1[CH:3]=[N:4][C:5]([CH:12]=[CH2:13])=[C:6]([CH:11]=1)[C:7](OC)=[O:8].[H-].C([Al+]CC(C)C)C(C)C.